This data is from Forward reaction prediction with 1.9M reactions from USPTO patents (1976-2016). The task is: Predict the product of the given reaction. (1) Given the reactants [C:1]([C:5]1[CH:10]=[CH:9][C:8]([C:11]2[CH:16]=[C:15](Cl)[N:14]=[CH:13][N:12]=2)=[CH:7][CH:6]=1)([CH3:4])([CH3:3])[CH3:2].[OH:18][C:19]1[CH:28]=[C:27]2[C:22]([CH:23]=[CH:24][CH:25]=[N:26]2)=[CH:21][CH:20]=1.[H-].[Na+], predict the reaction product. The product is: [C:1]([C:5]1[CH:10]=[CH:9][C:8]([C:11]2[N:12]=[CH:13][N:14]=[C:15]([O:18][C:19]3[CH:28]=[C:27]4[C:22]([CH:23]=[CH:24][CH:25]=[N:26]4)=[CH:21][CH:20]=3)[CH:16]=2)=[CH:7][CH:6]=1)([CH3:4])([CH3:3])[CH3:2]. (2) Given the reactants [N:1]1[C:10]2[C:5](=[N:6][CH:7]=[CH:8][N:9]=2)[C:4](O)=[N:3][CH:2]=1.O=P(Cl)(Cl)[Cl:14], predict the reaction product. The product is: [Cl:14][C:4]1[C:5]2[C:10](=[N:9][CH:8]=[CH:7][N:6]=2)[N:1]=[CH:2][N:3]=1. (3) Given the reactants [Cl:1][C:2]1[CH:7]=[CH:6][C:5]([CH2:8][NH2:9])=[CH:4][CH:3]=1.[Cl:10][C:11]1[CH:16]=[CH:15][CH:14]=[CH:13][C:12]=1[CH2:17][N:18]1[C:23](=[O:24])[C:22]([C:25]([NH:27][CH2:28][C:29]([O:31]CC)=[O:30])=[O:26])=[C:21]([OH:34])[C:20]([C:35](OC)=[O:36])=[C:19]1[OH:39], predict the reaction product. The product is: [Cl:10][C:11]1[CH:16]=[CH:15][CH:14]=[CH:13][C:12]=1[CH2:17][N:18]1[C:19]([OH:39])=[C:20]([C:35]([NH:9][CH2:8][C:5]2[CH:6]=[CH:7][C:2]([Cl:1])=[CH:3][CH:4]=2)=[O:36])[C:21]([OH:34])=[C:22]([C:25]([NH:27][CH2:28][C:29]([OH:31])=[O:30])=[O:26])[C:23]1=[O:24]. (4) Given the reactants Br[C:2]1[CH:7]=[CH:6][C:5]([CH2:8][CH2:9][CH2:10][CH3:11])=[CH:4][CH:3]=1.BrCCBr.[Mg].[C:17]1([C:27]#N)[C:26]2[C:21](=[CH:22][CH:23]=[CH:24][CH:25]=2)[CH:20]=[CH:19][N:18]=1.Cl.[O:30]1CCCC1, predict the reaction product. The product is: [CH2:8]([C:5]1[CH:6]=[CH:7][C:2]([C:27]([C:17]2[C:26]3[C:21](=[CH:22][CH:23]=[CH:24][CH:25]=3)[CH:20]=[CH:19][N:18]=2)=[O:30])=[CH:3][CH:4]=1)[CH2:9][CH2:10][CH3:11]. (5) Given the reactants [CH3:1][O:2][C:3](=[O:35])[CH2:4][C:5]1[CH:10]=[CH:9][C:8]([O:11][CH3:12])=[C:7]([O:13][C:14]2[CH:19]=[CH:18][C:17](Br)=[CH:16][C:15]=2[CH2:21][N:22]2[C@@H:26]([CH3:27])[C@@H:25]([C:28]3[CH:33]=[CH:32][CH:31]=[CH:30][CH:29]=3)[O:24][C:23]2=[O:34])[CH:6]=1.[CH3:36][S:37]([O-:39])=[O:38].[Na+], predict the reaction product. The product is: [CH3:1][O:2][C:3](=[O:35])[CH2:4][C:5]1[CH:10]=[CH:9][C:8]([O:11][CH3:12])=[C:7]([O:13][C:14]2[CH:19]=[CH:18][C:17]([S:37]([CH3:36])(=[O:39])=[O:38])=[CH:16][C:15]=2[CH2:21][N:22]2[C@@H:26]([CH3:27])[C@@H:25]([C:28]3[CH:33]=[CH:32][CH:31]=[CH:30][CH:29]=3)[O:24][C:23]2=[O:34])[CH:6]=1. (6) Given the reactants [CH2:1]([N:5]1[C:9]([CH:10]=[O:11])=[CH:8][N:7]=[C:6]1[C:12]1[CH:17]=[CH:16][CH:15]=[CH:14][CH:13]=1)[CH2:2][CH2:3][CH3:4].[BH4-].[Na+], predict the reaction product. The product is: [CH2:1]([N:5]1[C:9]([CH2:10][OH:11])=[CH:8][N:7]=[C:6]1[C:12]1[CH:13]=[CH:14][CH:15]=[CH:16][CH:17]=1)[CH2:2][CH2:3][CH3:4].